This data is from Forward reaction prediction with 1.9M reactions from USPTO patents (1976-2016). The task is: Predict the product of the given reaction. (1) Given the reactants CON(C)[C:4](=[O:22])[CH:5]([C:12]1[CH:17]=[CH:16][C:15]([S:18]([CH3:21])(=[O:20])=[O:19])=[CH:14][CH:13]=1)[CH2:6][CH:7]1[CH2:11][CH2:10][CH2:9][O:8]1.[CH:24]([Mg]Br)=[CH2:25].Cl, predict the reaction product. The product is: [CH3:21][S:18]([C:15]1[CH:14]=[CH:13][C:12]([CH:5]([CH2:6][CH:7]2[CH2:11][CH2:10][CH2:9][O:8]2)[C:4](=[O:22])[CH:24]=[CH2:25])=[CH:17][CH:16]=1)(=[O:19])=[O:20]. (2) Given the reactants [CH3:1][N:2]([CH2:4][C:5]1[CH:23]=[CH:22][C:8](/[CH:9]=[N:10]/[C:11]2[CH:19]=[C:18]([F:20])[CH:17]=[C:16]3[C:12]=2[CH2:13][O:14][C:15]3=[O:21])=[CH:7][CH:6]=1)[CH3:3].[CH3:24][N:25]([CH2:27][C:28]1[CH:35]=[CH:34][C:31]([CH:32]=O)=[CH:30][CH:29]=1)[CH3:26].[O-:36][CH2:37][CH3:38].[Na+].C(O)C, predict the reaction product. The product is: [CH3:1][N:2]([CH2:4][C:5]1[CH:23]=[CH:22][C:8]([CH:9]2[CH:32]([C:31]3[CH:34]=[CH:35][C:28]([CH2:27][N:25]([CH3:24])[CH3:26])=[CH:29][CH:30]=3)[C:37](=[O:36])[C:38]3[C:16]([C:15]([O:14][CH2:13][CH3:12])=[O:21])=[CH:17][C:18]([F:20])=[CH:19][C:11]=3[NH:10]2)=[CH:7][CH:6]=1)[CH3:3]. (3) The product is: [ClH:3].[OH:5][CH:6]([CH2:13][CH2:14][O:15][CH3:16])[CH2:7][NH:8][CH2:9][C:10]([O:12][CH3:17])=[O:11]. Given the reactants S(Cl)([Cl:3])=O.[OH:5][CH:6]([CH2:13][CH2:14][O:15][CH3:16])[CH2:7][NH:8][CH2:9][C:10]([OH:12])=[O:11].[CH3:17]O, predict the reaction product. (4) Given the reactants [F:1][C:2]([F:7])([F:6])[C:3]([OH:5])=[O:4].[Cl:8][C:9]1[CH:35]=[CH:34][C:12]([C:13]([N:15]2[CH2:21][C:20]3[CH:22]=[CH:23][CH:24]=[CH:25][C:19]=3[N:18]([CH2:26][CH:27]3[CH2:32][CH2:31][NH:30][CH2:29][CH2:28]3)[C:17](=[O:33])[CH2:16]2)=[O:14])=[CH:11][CH:10]=1.Cl.[C:37](=[NH:42])(OCC)[CH3:38].C(N(CC)CC)C, predict the reaction product. The product is: [F:1][C:2]([F:7])([F:6])[C:3]([OH:5])=[O:4].[Cl:8][C:9]1[CH:10]=[CH:11][C:12]([C:13]([N:15]2[CH2:21][C:20]3[CH:22]=[CH:23][CH:24]=[CH:25][C:19]=3[N:18]([CH2:26][CH:27]3[CH2:28][CH2:29][N:30]([C:37](=[NH:42])[CH3:38])[CH2:31][CH2:32]3)[C:17](=[O:33])[CH2:16]2)=[O:14])=[CH:34][CH:35]=1. (5) Given the reactants CC(C)([O-])C.[Na+].[S:7]1[C:11]2[CH:12]=[CH:13][CH:14]=[CH:15][C:10]=2[N:9]=[C:8]1[NH:16][C@H:17]1[CH2:20][C@H:19]([NH2:21])[CH2:18]1.Cl[C:23]1[C:28]([CH2:29][C:30]([O:32][CH3:33])=[O:31])=[CH:27][CH:26]=[CH:25][N:24]=1.O1CCOCC1, predict the reaction product. The product is: [S:7]1[C:11]2[CH:12]=[CH:13][CH:14]=[CH:15][C:10]=2[N:9]=[C:8]1[NH:16][C@H:17]1[CH2:18][C@H:19]([NH:21][C:23]2[C:28]([CH2:29][C:30]([O:32][CH3:33])=[O:31])=[CH:27][CH:26]=[CH:25][N:24]=2)[CH2:20]1.[S:7]1[C:11]2[CH:12]=[CH:13][CH:14]=[CH:15][C:10]=2[N:9]=[C:8]1[NH:16][C@H:17]1[CH2:18][C@H:19]([N:21]2[C:23]3=[N:24][CH:25]=[CH:26][CH:27]=[C:28]3[CH2:29][C:30]2=[O:31])[CH2:20]1.